Dataset: Forward reaction prediction with 1.9M reactions from USPTO patents (1976-2016). Task: Predict the product of the given reaction. Given the reactants C([N:8]1[CH2:13][CH2:12][O:11][C@H:10]([CH2:14][C:15]2[CH:20]=[CH:19][C:18]([O:21][CH2:22][CH:23]3[CH2:25][CH2:24]3)=[C:17]([Cl:26])[CH:16]=2)[CH2:9]1)C1C=CC=CC=1, predict the reaction product. The product is: [Cl:26][C:17]1[CH:16]=[C:15]([CH:20]=[CH:19][C:18]=1[O:21][CH2:22][CH:23]1[CH2:25][CH2:24]1)[CH2:14][C@H:10]1[O:11][CH2:12][CH2:13][NH:8][CH2:9]1.